This data is from hERG potassium channel inhibition data for cardiac toxicity prediction from Karim et al.. The task is: Regression/Classification. Given a drug SMILES string, predict its toxicity properties. Task type varies by dataset: regression for continuous values (e.g., LD50, hERG inhibition percentage) or binary classification for toxic/non-toxic outcomes (e.g., AMES mutagenicity, cardiotoxicity, hepatotoxicity). Dataset: herg_karim. (1) The molecule is COC(=O)C1(CNC(=O)c2cc(Cl)cc(Cl)c2)CCN(Cc2cccc(C(F)(F)F)c2)CC1. The result is 1 (blocker). (2) The compound is Cc1coc([C@H]2C[C@H]3CSC(N)=N[C@@]3(c3ccc(F)cc3F)CO2)n1. The result is 1 (blocker). (3) The compound is Cn1cc([C@H]2C[C@H]3[C@@H](CF)SC(N)=N[C@@]3(c3ccc(F)cc3F)CO2)cn1. The result is 0 (non-blocker).